This data is from Forward reaction prediction with 1.9M reactions from USPTO patents (1976-2016). The task is: Predict the product of the given reaction. (1) Given the reactants [C:1]([NH:22][C@@H:23]([CH2:31][CH2:32][CH2:33][CH2:34][NH:35][C:36](=[O:43])/[CH:37]=[CH:38]/[C:39]([O:41][CH3:42])=[O:40])[C:24]([O:26]C(C)(C)C)=[O:25])(=[O:21])[CH2:2][CH2:3][CH2:4]/[CH:5]=[CH:6]\[CH2:7]/[CH:8]=[CH:9]\[CH2:10]/[CH:11]=[CH:12]\[CH2:13]/[CH:14]=[CH:15]\[CH2:16]/[CH:17]=[CH:18]\[CH2:19][CH3:20].Cl, predict the reaction product. The product is: [C:1]([NH:22][C@@H:23]([CH2:31][CH2:32][CH2:33][CH2:34][NH:35][C:36](=[O:43])/[CH:37]=[CH:38]/[C:39]([O:41][CH3:42])=[O:40])[C:24]([OH:26])=[O:25])(=[O:21])[CH2:2][CH2:3][CH2:4]/[CH:5]=[CH:6]\[CH2:7]/[CH:8]=[CH:9]\[CH2:10]/[CH:11]=[CH:12]\[CH2:13]/[CH:14]=[CH:15]\[CH2:16]/[CH:17]=[CH:18]\[CH2:19][CH3:20]. (2) Given the reactants [Cl:1][C:2]1[CH:11]=[CH:10][C:5]([C:6]([O:8][CH3:9])=[O:7])=[C:4]([NH:12][CH2:13][CH2:14][CH2:15]O)[C:3]=1[NH:17][C:18](=S)[NH:19][C:20]1[C:25]([Br:26])=[CH:24][C:23]([O:27][CH3:28])=[CH:22][C:21]=1[Br:29].Cl.C(N=C=NCCCN(C)C)C.C(N(CC)CC)C.CS(Cl)(=O)=O.C(=O)([O-])[O-].[K+].[K+], predict the reaction product. The product is: [Cl:1][C:2]1[CH:11]=[CH:10][C:5]([C:6]([O:8][CH3:9])=[O:7])=[C:4]2[C:3]=1[N:17]=[C:18]1[N:19]([C:20]3[C:21]([Br:29])=[CH:22][C:23]([O:27][CH3:28])=[CH:24][C:25]=3[Br:26])[CH2:15][CH2:14][CH2:13][N:12]21. (3) Given the reactants [CH2:1]([O:3][C:4](=[O:14])[C:5]1[C:10](Cl)=[CH:9][C:8](Cl)=[N:7][C:6]=1[CH3:13])C.[CH3:15][O-:16].[Na+].[CH3:18][OH:19], predict the reaction product. The product is: [CH3:1][O:3][C:4](=[O:14])[C:5]1[C:10]([O:16][CH3:15])=[CH:9][C:8]([O:19][CH3:18])=[N:7][C:6]=1[CH3:13]. (4) Given the reactants C([O:3][C:4](=[O:33])[CH2:5][CH2:6][S:7][C:8]1[S:12][C:11]([NH:13][C:14]([N:16]([CH:24]2[CH2:29][CH2:28][N:27]([C:30](=[O:32])[CH3:31])[CH2:26][CH2:25]2)[CH:17]2[CH2:22][CH2:21][CH:20]([CH3:23])[CH2:19][CH2:18]2)=[O:15])=[N:10][CH:9]=1)C.CC1CCC(NC2CCN(C(=O)C)CC2)CC1.C(OC(=O)CCSC1SC(N)=NC=1)C, predict the reaction product. The product is: [C:30]([N:27]1[CH2:26][CH2:25][CH:24]([N:16]([C@H:17]2[CH2:18][CH2:19][C@H:20]([CH3:23])[CH2:21][CH2:22]2)[C:14](=[O:15])[NH:13][C:11]2[S:12][C:8]([S:7][CH2:6][CH2:5][C:4]([OH:33])=[O:3])=[CH:9][N:10]=2)[CH2:29][CH2:28]1)(=[O:32])[CH3:31]. (5) Given the reactants Cl[C:2]1[CH:7]=[C:6]([C:8]2[CH:13]=[CH:12][CH:11]=[CH:10][CH:9]=2)[N:5]=[C:4]([NH:14][C:15](=[O:32])[CH2:16][CH2:17][C:18]([C:20]2[CH:25]=[CH:24][C:23]([O:26][CH2:27][CH3:28])=[C:22]([O:29][CH2:30][CH3:31])[CH:21]=2)=[O:19])[CH:3]=1.C1(C2C=CC=CC=2)C=CC=CC=1P(C1CCCCC1)C1CCCCC1.C(=O)([O-])[O-].[K+].[K+].[OH:64][C:65]1[CH:70]=[CH:69][C:68](B2OC(C)(C)C(C)(C)O2)=[CH:67][C:66]=1[O:80][CH3:81], predict the reaction product. The product is: [CH2:30]([O:29][C:22]1[CH:21]=[C:20]([C:18](=[O:19])[CH2:17][CH2:16][C:15]([NH:14][C:4]2[CH:3]=[C:2]([C:68]3[CH:69]=[CH:70][C:65]([OH:64])=[C:66]([O:80][CH3:81])[CH:67]=3)[CH:7]=[C:6]([C:8]3[CH:13]=[CH:12][CH:11]=[CH:10][CH:9]=3)[N:5]=2)=[O:32])[CH:25]=[CH:24][C:23]=1[O:26][CH2:27][CH3:28])[CH3:31]. (6) Given the reactants [Cl:1][C:2]1[CH:3]=[C:4]([C@@H:8]([CH:25]=[CH2:26])[C@@H:9]([C:18]2[CH:23]=[CH:22][C:21]([Cl:24])=[CH:20][CH:19]=2)[NH:10][CH:11]([CH:15]2[CH2:17][CH2:16]2)[CH:12]2[CH2:14][CH2:13]2)[CH:5]=[CH:6][CH:7]=1.C(N(CC)CC)C.[C:34](Cl)(=[O:37])[CH:35]=[CH2:36].C(OCC)(=O)C, predict the reaction product. The product is: [Cl:1][C:2]1[CH:3]=[C:4]([C@@H:8]([CH:25]=[CH2:26])[C@H:9]([N:10]([CH:11]([CH:12]2[CH2:13][CH2:14]2)[CH:15]2[CH2:16][CH2:17]2)[C:34](=[O:37])[CH:35]=[CH2:36])[C:18]2[CH:19]=[CH:20][C:21]([Cl:24])=[CH:22][CH:23]=2)[CH:5]=[CH:6][CH:7]=1. (7) Given the reactants [CH2:1]([O:3][CH2:4][C:5]1[N:6]([CH2:19][C:20]([CH3:23])([OH:22])[CH3:21])[C:7]2[C:16]3[CH:15]=[CH:14][CH:13]=[CH:12][C:11]=3[N+:10]([O-])=[CH:9][C:8]=2[N:18]=1)[CH3:2].ClC(Cl)(Cl)C([N:28]=C=O)=O.CO, predict the reaction product. The product is: [NH2:28][C:9]1[C:8]2[N:18]=[C:5]([CH2:4][O:3][CH2:1][CH3:2])[N:6]([CH2:19][C:20]([CH3:23])([OH:22])[CH3:21])[C:7]=2[C:16]2[CH:15]=[CH:14][CH:13]=[CH:12][C:11]=2[N:10]=1.